This data is from Forward reaction prediction with 1.9M reactions from USPTO patents (1976-2016). The task is: Predict the product of the given reaction. Given the reactants [CH3:1][Si:2]([CH3:51])([CH3:50])[CH2:3][CH2:4][O:5][CH2:6][N:7]([CH2:42][O:43][CH2:44][CH2:45][Si:46]([CH3:49])([CH3:48])[CH3:47])[C:8]1[N:13]2[N:14]=[CH:15][C:16]([C:17]3[CH:18]=[N:19][C:20]4[C:25]([CH:26]=3)=[CH:24][C:23]([F:27])=[CH:22][CH:21]=4)=[C:12]2[N:11]=[C:10]([CH:28]([NH:30][C:31]([C:33]2([CH3:41])[CH2:38][O:37][C:36]([CH3:40])([CH3:39])[O:35][CH2:34]2)=[O:32])[CH3:29])[CH:9]=1.[Br:52]N1C(=O)CCC1=O, predict the reaction product. The product is: [CH3:51][Si:2]([CH3:1])([CH3:50])[CH2:3][CH2:4][O:5][CH2:6][N:7]([CH2:42][O:43][CH2:44][CH2:45][Si:46]([CH3:47])([CH3:48])[CH3:49])[C:8]1[N:13]2[N:14]=[CH:15][C:16]([C:17]3[CH:18]=[N:19][C:20]4[C:25]([CH:26]=3)=[CH:24][C:23]([F:27])=[CH:22][CH:21]=4)=[C:12]2[N:11]=[C:10]([CH:28]([NH:30][C:31]([C:33]2([CH3:41])[CH2:38][O:37][C:36]([CH3:40])([CH3:39])[O:35][CH2:34]2)=[O:32])[CH3:29])[C:9]=1[Br:52].